This data is from Reaction yield outcomes from USPTO patents with 853,638 reactions. The task is: Predict the reaction yield, written as a fraction of the theoretical maximum amount of product (1.0 means a 100% yield; for example, 0.34 means a 34% yield). (1) The reactants are [I:1][C:2]1[C:3](=[O:21])[C:4]2[C:9]([O:10][C:11]=1[C:12]1[CH:17]=[CH:16][CH:15]=[CH:14][CH:13]=1)=[C:8]1[NH:18][N:19]=[CH:20][C:7]1=[CH:6][CH:5]=2.C(=O)([O-])[O-].[Cs+].[Cs+].I[CH2:29][CH3:30]. The catalyst is CN(C=O)C. The product is [CH2:29]([N:18]1[C:8]2=[C:9]3[C:4](=[CH:5][CH:6]=[C:7]2[CH:20]=[N:19]1)[C:3](=[O:21])[C:2]([I:1])=[C:11]([C:12]1[CH:17]=[CH:16][CH:15]=[CH:14][CH:13]=1)[O:10]3)[CH3:30]. The yield is 0.650. (2) The reactants are [Br:1][C:2]1[CH:15]=[CH:14][C:5]([C:6]([NH:8][CH2:9][C:10]([F:13])([F:12])[F:11])=[O:7])=[C:4]([CH2:16]O)[CH:3]=1.C([Mg]Cl)(C)C.CN(C)P(Cl)(N(C)C)=O. The catalyst is O1CCCC1.CN1CC(=O)C=C1. The product is [Br:1][C:2]1[CH:3]=[C:4]2[C:5](=[CH:14][CH:15]=1)[C:6](=[O:7])[N:8]([CH2:9][C:10]([F:13])([F:12])[F:11])[CH2:16]2. The yield is 0.880. (3) The reactants are [I-].[Cl:2][C:3]1[CH:8]=[CH:7][C:6]([Zn+])=[CH:5][CH:4]=1.[CH2:10]([O:12][C:13]([N:15]1[CH2:20][CH2:19][CH:18]([NH:21][C:22]([C:24]2[CH:39]=[CH:38][C:27]3[S:28][C:29]4[CH:37]=[CH:36][CH:35]=[CH:34][C:30]=4[C:31](Cl)=[N:32][C:26]=3[CH:25]=2)=[O:23])[CH2:17][CH2:16]1)=[O:14])[CH3:11].[NH4+].[Cl-].CCOC(C)=O. The catalyst is C1COCC1.Cl[Pd](Cl)([P](C1C=CC=CC=1)(C1C=CC=CC=1)C1C=CC=CC=1)[P](C1C=CC=CC=1)(C1C=CC=CC=1)C1C=CC=CC=1. The product is [CH2:10]([O:12][C:13]([N:15]1[CH2:16][CH2:17][CH:18]([NH:21][C:22]([C:24]2[CH:39]=[CH:38][C:27]3[S:28][C:29]4[CH:37]=[CH:36][CH:35]=[CH:34][C:30]=4[C:31]([C:6]4[CH:7]=[CH:8][C:3]([Cl:2])=[CH:4][CH:5]=4)=[N:32][C:26]=3[CH:25]=2)=[O:23])[CH2:19][CH2:20]1)=[O:14])[CH3:11]. The yield is 0.970. (4) The reactants are C([NH:4][C@:5]1([C:22](NC(C)(C)C)=[O:23])[C@@H:9]([CH2:10][CH2:11][CH2:12][B:13]2[O:17]C(C)(C)C(C)(C)[O:14]2)[CH2:8][NH:7][CH2:6]1)(=O)C.C([NH:36][CH:37]1[CH2:41][CH2:40][CH2:39][C:38]1=O)(OC(C)(C)C)=O.S([O-])([O-])(=O)=[O:44].[Na+].[Na+].C(O)(=O)C.C(O[BH-](OC(=O)C)OC(=O)C)(=O)C.[Na+].C(=O)([O-])[O-].[Na+].[Na+]. The catalyst is ClCCCl. The product is [NH2:4][C@:5]1([C:22]([OH:23])=[O:44])[C@@H:9]([CH2:10][CH2:11][CH2:12][B:13]([OH:14])[OH:17])[CH2:8][N:7]([CH:38]2[CH2:39][CH2:40][CH2:41][CH:37]2[NH2:36])[CH2:6]1. The yield is 0.570. (5) The reactants are Cl[CH2:2][CH2:3][CH2:4][CH2:5][CH2:6][O:7][CH:8]1[CH2:13][CH2:12][CH2:11][CH2:10][O:9]1.[I-:14].[Na+].[Cl-].[Na+]. The catalyst is CC(C)=O. The product is [I:14][CH2:2][CH2:3][CH2:4][CH2:5][CH2:6][O:7][CH:8]1[CH2:13][CH2:12][CH2:11][CH2:10][O:9]1. The yield is 0.880. (6) The reactants are C[O:2][C:3]([C:5]1[CH:6]=[C:7]([NH:10][C:11]2[C:20]3[C:15](=[CH:16][CH:17]=[CH:18][CH:19]=3)[N:14]=[C:13]([C:21]3[CH:26]=[CH:25][CH:24]=[CH:23][CH:22]=3)[N:12]=2)[NH:8][N:9]=1)=[O:4].[OH-].[Na+].Cl. No catalyst specified. The product is [C:3]([C:5]1[CH:6]=[C:7]([NH:10][C:11]2[C:20]3[C:15](=[CH:16][CH:17]=[CH:18][CH:19]=3)[N:14]=[C:13]([C:21]3[CH:26]=[CH:25][CH:24]=[CH:23][CH:22]=3)[N:12]=2)[NH:8][N:9]=1)([OH:4])=[O:2]. The yield is 0.940.